This data is from Reaction yield outcomes from USPTO patents with 853,638 reactions. The task is: Predict the reaction yield, written as a fraction of the theoretical maximum amount of product (1.0 means a 100% yield; for example, 0.34 means a 34% yield). (1) The reactants are [CH2:1]([O:3][CH2:4][C:5]([O:7][CH2:8][CH3:9])=[O:6])[CH3:2].[CH3:10][O:11][CH2:12][O:13][C:14]1[CH:15]=[C:16]2[C:21](=[CH:22][CH:23]=1)[N:20]=[CH:19][C:18]([CH:24]=O)=[CH:17]2.CC(C)([O-])C.[K+].O. The catalyst is C1(C)C=CC=CC=1. The product is [CH2:1]([O:3][C:4](=[CH:24][C:18]1[CH:19]=[N:20][C:21]2[C:16]([CH:17]=1)=[CH:15][C:14]([O:13][CH2:12][O:11][CH3:10])=[CH:23][CH:22]=2)[C:5]([O:7][CH2:8][CH3:9])=[O:6])[CH3:2]. The yield is 0.440. (2) The reactants are [N:1]1C(Cl)=NC(Cl)=NC=1Cl.C[CH2:11][N:12]([CH:16]([CH3:18])[CH3:17])[CH:13]([CH3:15])C.Cl[C:20]1[N:25]=[C:24](Cl)[N:23]=[C:22]([NH:27][C:28]2[CH:33]=[CH:32][C:31]([O:34][CH3:35])=[C:30]([F:36])[CH:29]=2)[N:21]=1.N[CH2:38][CH:39]1[CH2:43][CH2:42][CH2:41][N:40]1CC.[O:46]1[CH2:51]COCC1. The catalyst is CC#N.CO.C(Cl)Cl. The product is [CH2:39]([N:40]1[CH2:41][CH2:42][CH2:43][CH:20]1[NH:25][C:24]1[N:23]=[C:22]([NH:27][C:28]2[CH:33]=[CH:32][C:31]([O:34][CH3:35])=[C:30]([F:36])[CH:29]=2)[N:21]=[C:11]([N:12]2[CH2:13][CH2:15][CH2:18][C@H:16]2[CH2:17][O:46][CH3:51])[N:1]=1)[CH3:38]. The yield is 0.276. (3) The reactants are [CH3:1][N:2]([CH3:19])[CH2:3][CH2:4][O:5][C:6]1[CH:11]=[CH:10][C:9]([NH2:12])=[CH:8][C:7]=1[C:13]1[N:14]([CH3:18])[N:15]=[CH:16][CH:17]=1.[C:20]([C:23]1[CH:24]=[C:25]([N:29]=[C:30]=[O:31])[CH:26]=[CH:27][CH:28]=1)(=[O:22])[CH3:21]. No catalyst specified. The product is [C:20]([C:23]1[CH:24]=[C:25]([NH:29][C:30]([NH:12][C:9]2[CH:10]=[CH:11][C:6]([O:5][CH2:4][CH2:3][N:2]([CH3:19])[CH3:1])=[C:7]([C:13]3[N:14]([CH3:18])[N:15]=[CH:16][CH:17]=3)[CH:8]=2)=[O:31])[CH:26]=[CH:27][CH:28]=1)(=[O:22])[CH3:21]. The yield is 0.643. (4) The reactants are [C:1]([N:4]1[CH2:9][CH2:8][CH:7]([N:10](C(OC(C)(C)C)=O)[NH:11]C(OC(C)(C)C)=O)[CH2:6][CH2:5]1)(=[O:3])[CH3:2].[ClH:26]. The catalyst is CO.O1CCOCC1. The product is [ClH:26].[C:1]([N:4]1[CH2:5][CH2:6][CH:7]([NH:10][NH2:11])[CH2:8][CH2:9]1)(=[O:3])[CH3:2]. The yield is 0.770. (5) The reactants are [Br:1][C:2]1[N:6]([C:7]2[CH:12]=[CH:11][CH:10]=[CH:9][CH:8]=2)[N:5]=[C:4]([C:13]([O:15][CH2:16][CH3:17])=[O:14])[C:3]=1[CH:18]=[O:19].C1COCC1.[BH4-].[Na+]. The catalyst is CCO. The product is [Br:1][C:2]1[N:6]([C:7]2[CH:12]=[CH:11][CH:10]=[CH:9][CH:8]=2)[N:5]=[C:4]([C:13]([O:15][CH2:16][CH3:17])=[O:14])[C:3]=1[CH2:18][OH:19]. The yield is 0.750. (6) The reactants are [NH:1]1[CH:5]=[C:4]([C:6]2[C:7]3[CH:14]=[CH:13][N:12]([CH2:15][O:16][CH2:17][CH2:18][Si:19]([CH3:22])([CH3:21])[CH3:20])[C:8]=3[N:9]=[CH:10][N:11]=2)[CH:3]=[N:2]1.[C:23]([OH:28])(=[O:27])[CH:24]=[CH:25][CH3:26].[CH2:29]1CCN2C(=NCCC2)C[CH2:30]1.[C:40](#N)C. No catalyst specified. The product is [CH3:26][C:25]([N:1]1[CH:5]=[C:4]([C:6]2[C:7]3[CH:14]=[CH:13][N:12]([CH2:15][O:16][CH2:17][CH2:18][Si:19]([CH3:22])([CH3:21])[CH3:20])[C:8]=3[N:9]=[CH:10][N:11]=2)[CH:3]=[N:2]1)([CH3:40])[CH2:24][C:23]([O:28][CH2:29][CH3:30])=[O:27]. The yield is 0.910.